The task is: Regression. Given two drug SMILES strings and cell line genomic features, predict the synergy score measuring deviation from expected non-interaction effect.. This data is from NCI-60 drug combinations with 297,098 pairs across 59 cell lines. (1) Drug 1: CCN(CC)CCNC(=O)C1=C(NC(=C1C)C=C2C3=C(C=CC(=C3)F)NC2=O)C. Drug 2: C#CCC(CC1=CN=C2C(=N1)C(=NC(=N2)N)N)C3=CC=C(C=C3)C(=O)NC(CCC(=O)O)C(=O)O. Cell line: BT-549. Synergy scores: CSS=17.8, Synergy_ZIP=2.67, Synergy_Bliss=0.463, Synergy_Loewe=-5.34, Synergy_HSA=0.657. (2) Drug 1: CC1CCC2CC(C(=CC=CC=CC(CC(C(=O)C(C(C(=CC(C(=O)CC(OC(=O)C3CCCCN3C(=O)C(=O)C1(O2)O)C(C)CC4CCC(C(C4)OC)OCCO)C)C)O)OC)C)C)C)OC. Cell line: SF-539. Synergy scores: CSS=12.9, Synergy_ZIP=-5.20, Synergy_Bliss=-1.93, Synergy_Loewe=-64.5, Synergy_HSA=-0.865. Drug 2: C(CCl)NC(=O)N(CCCl)N=O. (3) Drug 1: CC1=C(C(=CC=C1)Cl)NC(=O)C2=CN=C(S2)NC3=CC(=NC(=N3)C)N4CCN(CC4)CCO. Drug 2: CCC1(C2=C(COC1=O)C(=O)N3CC4=CC5=C(C=CC(=C5CN(C)C)O)N=C4C3=C2)O.Cl. Cell line: RPMI-8226. Synergy scores: CSS=16.6, Synergy_ZIP=6.52, Synergy_Bliss=10.3, Synergy_Loewe=-1.70, Synergy_HSA=5.77. (4) Synergy scores: CSS=29.9, Synergy_ZIP=3.53, Synergy_Bliss=12.3, Synergy_Loewe=-29.5, Synergy_HSA=7.00. Cell line: NCI-H322M. Drug 1: C1=CC(=C2C(=C1NCCNCCO)C(=O)C3=C(C=CC(=C3C2=O)O)O)NCCNCCO. Drug 2: CCCS(=O)(=O)NC1=C(C(=C(C=C1)F)C(=O)C2=CNC3=C2C=C(C=N3)C4=CC=C(C=C4)Cl)F. (5) Drug 1: C1=CN(C=N1)CC(O)(P(=O)(O)O)P(=O)(O)O. Drug 2: CCN(CC)CCCC(C)NC1=C2C=C(C=CC2=NC3=C1C=CC(=C3)Cl)OC. Cell line: BT-549. Synergy scores: CSS=11.4, Synergy_ZIP=-4.72, Synergy_Bliss=-3.34, Synergy_Loewe=-4.42, Synergy_HSA=-2.89. (6) Drug 1: CN(C)C1=NC(=NC(=N1)N(C)C)N(C)C. Drug 2: CCN(CC)CCCC(C)NC1=C2C=C(C=CC2=NC3=C1C=CC(=C3)Cl)OC. Cell line: MOLT-4. Synergy scores: CSS=65.2, Synergy_ZIP=12.7, Synergy_Bliss=9.75, Synergy_Loewe=-21.9, Synergy_HSA=6.10.